From a dataset of Catalyst prediction with 721,799 reactions and 888 catalyst types from USPTO. Predict which catalyst facilitates the given reaction. Reactant: C(N(CC)CC)C.C(Cl)(=O)C(C)(C)C.[N:15]1[CH:20]=[CH:19][CH:18]=[C:17](/[CH:21]=[CH:22]/[C:23]([OH:25])=O)[CH:16]=1.Br.[OH:27][C:28]1[CH:29]=[C:30]([CH:34]=[CH:35][CH:36]=1)[CH2:31][CH2:32][NH2:33]. Product: [OH:27][C:28]1[CH:29]=[C:30]([CH:34]=[CH:35][CH:36]=1)[CH2:31][CH2:32][NH:33][C:23](=[O:25])/[CH:22]=[CH:21]/[C:17]1[CH:16]=[N:15][CH:20]=[CH:19][CH:18]=1. The catalyst class is: 4.